This data is from TCR-epitope binding with 47,182 pairs between 192 epitopes and 23,139 TCRs. The task is: Binary Classification. Given a T-cell receptor sequence (or CDR3 region) and an epitope sequence, predict whether binding occurs between them. (1) The epitope is FRYMNSQGL. The TCR CDR3 sequence is CSALRDNYNSPLHF. Result: 0 (the TCR does not bind to the epitope). (2) The epitope is GTSGSPIVNR. The TCR CDR3 sequence is CASTTGGGGYEQYF. Result: 1 (the TCR binds to the epitope). (3) The epitope is FLNGSCGSV. The TCR CDR3 sequence is CATSDPGTSGRRYNEQFF. Result: 1 (the TCR binds to the epitope). (4) The epitope is DPFRLLQNSQVFS. The TCR CDR3 sequence is CAISRDGLTSTDTQYF. Result: 1 (the TCR binds to the epitope). (5) The epitope is YLNTLTLAV. The TCR CDR3 sequence is RASIETSDPALQETQYF. Result: 1 (the TCR binds to the epitope). (6) The epitope is MLNIPSINV. The TCR CDR3 sequence is CASSQDEEREIYTF. Result: 0 (the TCR does not bind to the epitope). (7) The TCR CDR3 sequence is CASSPGGQGDQPQHF. The epitope is RISNCVADY. Result: 1 (the TCR binds to the epitope). (8) The epitope is KLPDDFTGCV. The TCR CDR3 sequence is CASSQDEYSSGNTIYF. Result: 1 (the TCR binds to the epitope). (9) The epitope is IVTDFSVIK. The TCR CDR3 sequence is CASSQDPYPLYEQYF. Result: 1 (the TCR binds to the epitope).